Dataset: Full USPTO retrosynthesis dataset with 1.9M reactions from patents (1976-2016). Task: Predict the reactants needed to synthesize the given product. Given the product [C:1]([C:3]1[CH:8]=[CH:7][C:6]2[C:9]([I:32])=[C:10]([C:11]3[CH:12]=[CH:13][C:14]([C:17]4([NH:21][C:22](=[O:28])[O:23][C:24]([CH3:27])([CH3:26])[CH3:25])[CH2:20][CH2:19][CH2:18]4)=[CH:15][CH:16]=3)[O:29][C:5]=2[CH:4]=1)#[N:2], predict the reactants needed to synthesize it. The reactants are: [C:1]([C:3]1[CH:8]=[CH:7][C:6]([C:9]#[C:10][C:11]2[CH:16]=[CH:15][C:14]([C:17]3([NH:21][C:22](=[O:28])[O:23][C:24]([CH3:27])([CH3:26])[CH3:25])[CH2:20][CH2:19][CH2:18]3)=[CH:13][CH:12]=2)=[C:5]([O:29]CC)[CH:4]=1)#[N:2].[I:32]Cl.